Dataset: Peptide-MHC class I binding affinity with 185,985 pairs from IEDB/IMGT. Task: Regression. Given a peptide amino acid sequence and an MHC pseudo amino acid sequence, predict their binding affinity value. This is MHC class I binding data. The peptide sequence is FLRKRRRFF. The MHC is HLA-A02:19 with pseudo-sequence HLA-A02:19. The binding affinity (normalized) is 0.0847.